This data is from Forward reaction prediction with 1.9M reactions from USPTO patents (1976-2016). The task is: Predict the product of the given reaction. (1) Given the reactants [Cl:1][C:2]1[CH:3]=[N:4][C:5]2[C:10]([CH:11]=1)=[CH:9][C:8]([CH2:12][C:13]1[CH:14]=[C:15]([CH:19]=[CH:20][N:21]=1)[C:16]([OH:18])=O)=[CH:7][CH:6]=2.Cl.[Cl:23][C:24]1[C:32]2[C:27](=[CH:28][C:29]([F:35])=[C:30](NC)[CH:31]=2)[NH:26][CH:25]=1.[CH3:36][N:37](C(ON1N=NC2C=CC=NC1=2)=[N+](C)C)C.F[P-](F)(F)(F)(F)F.C[CH2:61][N:62](CC)CC, predict the reaction product. The product is: [Cl:23][C:24]1[C:32]2[C:27](=[CH:28][C:29]([F:35])=[C:30]([CH2:61][NH:62][C:16](=[O:18])[C:15]3[CH:19]=[CH:20][N:21]=[C:13]([CH2:12][C:8]4[CH:9]=[C:10]5[C:5](=[C:6]([C:36]#[N:37])[CH:7]=4)[N:4]=[CH:3][C:2]([Cl:1])=[CH:11]5)[CH:14]=3)[CH:31]=2)[NH:26][CH:25]=1. (2) The product is: [CH3:24][C:22]1[NH:23][C:19]([CH:17]=[C:9]2[C:8]3[C:12](=[CH:13][CH:14]=[CH:15][C:7]=3[CH:4]3[CH2:3][CH2:2][NH:1][CH2:6][CH2:5]3)[NH:11][C:10]2=[O:16])=[C:20]([CH3:30])[C:21]=1[CH2:25][CH2:26][C:27]([OH:29])=[O:28]. Given the reactants [NH:1]1[CH2:6][CH2:5][CH:4]([C:7]2[CH:15]=[CH:14][CH:13]=[C:12]3[C:8]=2[CH2:9][C:10](=[O:16])[NH:11]3)[CH2:3][CH2:2]1.[CH:17]([C:19]1[NH:23][C:22]([CH3:24])=[C:21]([CH2:25][CH2:26][C:27]([OH:29])=[O:28])[C:20]=1[CH3:30])=O, predict the reaction product. (3) Given the reactants O.[OH-].[Li+].C([O:6][C:7]([C:9]12[CH2:26][CH:25]1[CH:24]=[CH:23][CH2:22][CH2:21][CH2:20][CH2:19][N:18]([CH3:27])[C:17](=[O:28])[CH:16]1[CH:12]([CH2:13][CH:14]([O:29][C:30]3[C:39]4[C:34](=[C:35]([CH3:42])[C:36]([O:40][CH3:41])=[CH:37][CH:38]=4)[N:33]=[C:32]([N:43]4[CH:47]=[CH:46][C:45]([CH:48]([CH3:50])[CH3:49])=[N:44]4)[N:31]=3)[CH2:15]1)[C:11](=[O:51])[NH:10]2)=[O:8])C, predict the reaction product. The product is: [CH:48]([C:45]1[CH:46]=[CH:47][N:43]([C:32]2[N:31]=[C:30]([O:29][CH:14]3[CH2:13][CH:12]4[CH:16]([C:17](=[O:28])[N:18]([CH3:27])[CH2:19][CH2:20][CH2:21][CH2:22][CH:23]=[CH:24][CH:25]5[C:9]([C:7]([OH:8])=[O:6])([NH:10][C:11]4=[O:51])[CH2:26]5)[CH2:15]3)[C:39]3[C:34](=[C:35]([CH3:42])[C:36]([O:40][CH3:41])=[CH:37][CH:38]=3)[N:33]=2)[N:44]=1)([CH3:50])[CH3:49]. (4) Given the reactants [Si:1]([O:8][C@@H:9]([C@@H:11]1[C@@H:14]([C@@H:15]([CH3:34])[C:16]([C:18]2[S:22][C:21]3=[C:23]([C:26]([C:28]4[CH:29]=[N:30][CH:31]=[CH:32][CH:33]=4)=[O:27])[N:24]=[CH:25][N:20]3[CH:19]=2)=O)[N:13]([C:35]([C:55]([O:57][CH2:58][C:59]2[CH:64]=[CH:63][C:62]([N+:65]([O-:67])=[O:66])=[CH:61][CH:60]=2)=[O:56])=P(C2C=CC=CC=2)(C2C=CC=CC=2)C2C=CC=CC=2)[C:12]1=[O:68])[CH3:10])([C:4]([CH3:7])([CH3:6])[CH3:5])([CH3:3])[CH3:2], predict the reaction product. The product is: [N+:65]([C:62]1[CH:61]=[CH:60][C:59]([CH2:58][O:57][C:55]([C:35]2[N:13]3[C:12](=[O:68])[C@H:11]([C@H:9]([O:8][Si:1]([C:4]([CH3:7])([CH3:5])[CH3:6])([CH3:3])[CH3:2])[CH3:10])[C@H:14]3[C@@H:15]([CH3:34])[C:16]=2[C:18]2[S:22][C:21]3=[C:23]([C:26]([C:28]4[CH:29]=[N:30][CH:31]=[CH:32][CH:33]=4)=[O:27])[N:24]=[CH:25][N:20]3[CH:19]=2)=[O:56])=[CH:64][CH:63]=1)([O-:67])=[O:66]. (5) Given the reactants [CH:1]#[C:2][CH:3]([OH:9])[CH2:4][CH2:5][CH2:6][CH2:7][CH3:8].[Si:10](Cl)([C:13]([CH3:16])([CH3:15])[CH3:14])([CH3:12])[CH3:11].N1C=CN=C1, predict the reaction product. The product is: [C:13]([Si:10]([CH3:12])([CH3:11])[O:9][CH:3]([CH2:4][CH2:5][CH2:6][CH2:7][CH3:8])[C:2]#[CH:1])([CH3:16])([CH3:15])[CH3:14]. (6) Given the reactants [F:1][C:2]([F:25])([F:24])[C:3]1[CH:4]=[C:5]([CH:21]=[CH:22][CH:23]=1)[O:6][CH2:7][CH2:8][CH2:9][CH2:10][S:11][C:12]1[N:17]=[N:16][C:15]([C:18](=[S:20])[NH2:19])=[CH:14][CH:13]=1.CO[C:28](OC)([N:30]([CH3:32])[CH3:31])[CH3:29], predict the reaction product. The product is: [CH3:31][N:30]([CH3:32])[C:28](=[N:19][C:18]([C:15]1[N:16]=[N:17][C:12]([S:11][CH2:10][CH2:9][CH2:8][CH2:7][O:6][C:5]2[CH:21]=[CH:22][CH:23]=[C:3]([C:2]([F:24])([F:1])[F:25])[CH:4]=2)=[CH:13][CH:14]=1)=[S:20])[CH3:29]. (7) Given the reactants [C:1]([O:4][C@H:5]1[C@H:10]([N:11]=[C:12]=[S:13])[C@@H:9]([O:14][C:15](=[O:17])[CH3:16])[C@H:8]([O:18][C:19](=[O:21])[CH3:20])[C@@H:7]([CH2:22][O:23][C:24](=[O:26])[CH3:25])[O:6]1)(=[O:3])[CH3:2].[CH2:27]([NH2:31])[CH2:28][CH2:29][CH3:30].C([O-])(O)=O.[Na+], predict the reaction product. The product is: [C:1]([O:4][C@H:5]1[C@H:10]([NH:11][C:12]([NH:31][CH2:27][CH2:28][CH2:29][CH3:30])=[S:13])[C@@H:9]([O:14][C:15](=[O:17])[CH3:16])[C@H:8]([O:18][C:19](=[O:21])[CH3:20])[C@@H:7]([CH2:22][O:23][C:24](=[O:26])[CH3:25])[O:6]1)(=[O:3])[CH3:2]. (8) Given the reactants [CH2:1]([C:5]1[N:6]=[C:7]([CH3:35])[N:8]([CH2:31][C:32](O)=[O:33])[C:9](=[O:30])[C:10]=1[CH2:11][C:12]1[CH:17]=[CH:16][C:15]([C:18]2[CH:23]=[CH:22][CH:21]=[CH:20][C:19]=2[C:24]2[NH:28][C:27](=[O:29])[O:26][N:25]=2)=[CH:14][CH:13]=1)[CH2:2][CH2:3][CH3:4].[C:36]([NH2:40])([CH3:39])([CH3:38])[CH3:37].ON1C2C=CC=CC=2N=N1.Cl.C(N=C=NCCCN(C)C)C, predict the reaction product. The product is: [C:36]([NH:40][C:32](=[O:33])[CH2:31][N:8]1[C:9](=[O:30])[C:10]([CH2:11][C:12]2[CH:13]=[CH:14][C:15]([C:18]3[CH:23]=[CH:22][CH:21]=[CH:20][C:19]=3[C:24]3[NH:28][C:27](=[O:29])[O:26][N:25]=3)=[CH:16][CH:17]=2)=[C:5]([CH2:1][CH2:2][CH2:3][CH3:4])[N:6]=[C:7]1[CH3:35])([CH3:39])([CH3:38])[CH3:37]. (9) The product is: [CH3:17][C:15]1[CH:14]=[CH:13][N:12]2[C:8]([C:4]3[CH:3]=[C:2]([NH:1][C:19]4[CH:24]=[CH:23][CH:22]=[CH:21][C:20]=4[N+:25]([O-:27])=[O:26])[CH:7]=[CH:6][CH:5]=3)=[CH:9][N:10]=[C:11]2[CH:16]=1. Given the reactants [NH2:1][C:2]1[CH:3]=[C:4]([C:8]2[N:12]3[CH:13]=[CH:14][C:15]([CH3:17])=[CH:16][C:11]3=[N:10][CH:9]=2)[CH:5]=[CH:6][CH:7]=1.F[C:19]1[CH:24]=[CH:23][CH:22]=[CH:21][C:20]=1[N+:25]([O-:27])=[O:26].O, predict the reaction product. (10) The product is: [C:6]([C:5]1[CH:4]=[C:3]2[C:2](=[CH:9][CH:8]=1)[NH:1][C@@H:13]([CH:10]1[CH2:11][CH2:12]1)[C@H:16]([CH3:17])[C@H:15]2[NH:18][C:19](=[O:28])[O:20][CH2:21][C:22]1[CH:23]=[CH:24][CH:25]=[CH:26][CH:27]=1)#[N:7]. Given the reactants [NH2:1][C:2]1[CH:9]=[CH:8][C:5]([C:6]#[N:7])=[CH:4][CH:3]=1.[CH:10]1([CH:13]=O)[CH2:12][CH2:11]1.[CH:15](/[NH:18][C:19](=[O:28])[O:20][CH2:21][C:22]1[CH:27]=[CH:26][CH:25]=[CH:24][CH:23]=1)=[CH:16]\[CH3:17].P([O-])(OC1C=CC=CC=1)(OC1C=CC=CC=1)=O, predict the reaction product.